Dataset: Catalyst prediction with 721,799 reactions and 888 catalyst types from USPTO. Task: Predict which catalyst facilitates the given reaction. (1) Reactant: C([N:8]1[CH2:14][CH2:13][CH2:12][N:11](CC2C=CC=CC=2)[CH2:10][CH:9]1[CH2:22][OH:23])C1C=CC=CC=1. Product: [NH:8]1[CH2:14][CH2:13][CH2:12][NH:11][CH2:10][CH:9]1[CH2:22][OH:23]. The catalyst class is: 19. (2) Reactant: [OH:1][C:2]1[C:7](C(O)=O)=[CH:6][N:5]=[C:4]2[NH:11][N:12]=[CH:13][C:3]=12. Product: [OH:1][C:2]1[CH:7]=[CH:6][N:5]=[C:4]2[NH:11][N:12]=[CH:13][C:3]=12. The catalyst class is: 8. (3) Reactant: [ClH:1].[Cl:2][C:3]1[C:4]([N:12]2[CH2:17][CH2:16][N:15]([C:18](=[O:39])[C@H:19]([C@@H:27]3[CH2:31][CH2:30][CH2:29][N:28]3C(OC(C)(C)C)=O)[C:20]3[CH:25]=[CH:24][C:23]([Cl:26])=[CH:22][CH:21]=3)[CH2:14][CH2:13]2)=[C:5]2[CH:11]=[N:10][NH:9][C:6]2=[N:7][CH:8]=1. Product: [ClH:2].[ClH:1].[Cl:2][C:3]1[C:4]([N:12]2[CH2:13][CH2:14][N:15]([C:18](=[O:39])[C@@H:19]([C:20]3[CH:25]=[CH:24][C:23]([Cl:26])=[CH:22][CH:21]=3)[C@@H:27]3[CH2:31][CH2:30][CH2:29][NH:28]3)[CH2:16][CH2:17]2)=[C:5]2[CH:11]=[N:10][NH:9][C:6]2=[N:7][CH:8]=1. The catalyst class is: 258. (4) Reactant: Cl[C:2]1[CH:7]=[C:6]([NH:8][NH2:9])[N:5]=[CH:4][N:3]=1.Cl.[F:11][C:12]1([F:16])[CH2:15][NH:14][CH2:13]1.C(N(C(C)C)C(C)C)C.FC(F)(F)C(O)=O.CN(C)[CH:35]=[C:36]([N:42]1[CH:46]=[C:45]([C:47]#[N:48])[N:44]=[N:43]1)[C:37](OCC)=[O:38]. Product: [F:11][C:12]1([F:16])[CH2:15][N:14]([C:2]2[N:3]=[CH:4][N:5]=[C:6]([N:8]3[C:37](=[O:38])[C:36]([N:42]4[CH:46]=[C:45]([C:47]#[N:48])[N:44]=[N:43]4)=[CH:35][NH:9]3)[CH:7]=2)[CH2:13]1. The catalyst class is: 6.